This data is from Catalyst prediction with 721,799 reactions and 888 catalyst types from USPTO. The task is: Predict which catalyst facilitates the given reaction. (1) Reactant: CO.C([O:10][C:11]1[C:12]([CH3:29])=[C:13]([CH3:28])[C:14]([NH:18][C:19](=[O:27])[CH2:20][C:21]2[CH:26]=[CH:25][CH:24]=[CH:23][CH:22]=2)=[N:15][C:16]=1[CH3:17])C1C=CC=CC=1. Product: [OH:10][C:11]1[C:12]([CH3:29])=[C:13]([CH3:28])[C:14]([NH:18][C:19](=[O:27])[CH2:20][C:21]2[CH:26]=[CH:25][CH:24]=[CH:23][CH:22]=2)=[N:15][C:16]=1[CH3:17]. The catalyst class is: 45. (2) Reactant: Cl[CH2:2][C:3]1[CH:38]=[CH:37][C:6]([CH2:7][O:8][C:9]2[CH:10]=[C:11]([C:15]3[C:24]4[C:19](=[C:20]([C:25]([F:28])([F:27])[F:26])[CH:21]=[CH:22][CH:23]=4)[N:18]=[CH:17][C:16]=3[C:29]([C:31]3[CH:36]=[CH:35][CH:34]=[CH:33][CH:32]=3)=[O:30])[CH:12]=[CH:13][CH:14]=2)=[CH:5][CH:4]=1.[CH2:39]([NH:41][CH2:42][CH3:43])[CH3:40]. Product: [CH2:39]([N:41]([CH2:2][C:3]1[CH:38]=[CH:37][C:6]([CH2:7][O:8][C:9]2[CH:10]=[C:11]([C:15]3[C:24]4[C:19](=[C:20]([C:25]([F:28])([F:27])[F:26])[CH:21]=[CH:22][CH:23]=4)[N:18]=[CH:17][C:16]=3[C:29]([C:31]3[CH:36]=[CH:35][CH:34]=[CH:33][CH:32]=3)=[O:30])[CH:12]=[CH:13][CH:14]=2)=[CH:5][CH:4]=1)[CH2:42][CH3:43])[CH3:40]. The catalyst class is: 2.